This data is from NCI-60 drug combinations with 297,098 pairs across 59 cell lines. The task is: Regression. Given two drug SMILES strings and cell line genomic features, predict the synergy score measuring deviation from expected non-interaction effect. (1) Synergy scores: CSS=41.7, Synergy_ZIP=1.68, Synergy_Bliss=0.762, Synergy_Loewe=11.1, Synergy_HSA=12.4. Drug 1: C1=C(C(=O)NC(=O)N1)F. Cell line: 786-0. Drug 2: CC1CCC2CC(C(=CC=CC=CC(CC(C(=O)C(C(C(=CC(C(=O)CC(OC(=O)C3CCCCN3C(=O)C(=O)C1(O2)O)C(C)CC4CCC(C(C4)OC)O)C)C)O)OC)C)C)C)OC. (2) Drug 1: COC1=CC(=CC(=C1O)OC)C2C3C(COC3=O)C(C4=CC5=C(C=C24)OCO5)OC6C(C(C7C(O6)COC(O7)C8=CC=CS8)O)O. Drug 2: CCN(CC)CCNC(=O)C1=C(NC(=C1C)C=C2C3=C(C=CC(=C3)F)NC2=O)C. Cell line: NCI-H226. Synergy scores: CSS=26.5, Synergy_ZIP=-0.353, Synergy_Bliss=4.71, Synergy_Loewe=-4.21, Synergy_HSA=2.18. (3) Drug 1: CC1=C(C=C(C=C1)NC2=NC=CC(=N2)N(C)C3=CC4=NN(C(=C4C=C3)C)C)S(=O)(=O)N.Cl. Drug 2: CC1C(C(=O)NC(C(=O)N2CCCC2C(=O)N(CC(=O)N(C(C(=O)O1)C(C)C)C)C)C(C)C)NC(=O)C3=C4C(=C(C=C3)C)OC5=C(C(=O)C(=C(C5=N4)C(=O)NC6C(OC(=O)C(N(C(=O)CN(C(=O)C7CCCN7C(=O)C(NC6=O)C(C)C)C)C)C(C)C)C)N)C. Cell line: HOP-62. Synergy scores: CSS=5.56, Synergy_ZIP=9.03, Synergy_Bliss=12.0, Synergy_Loewe=12.2, Synergy_HSA=12.5. (4) Drug 1: C1=CC(=C2C(=C1NCCNCCO)C(=O)C3=C(C=CC(=C3C2=O)O)O)NCCNCCO. Drug 2: C1=C(C(=O)NC(=O)N1)F. Cell line: HOP-62. Synergy scores: CSS=56.5, Synergy_ZIP=-5.55, Synergy_Bliss=-6.65, Synergy_Loewe=-3.62, Synergy_HSA=-0.944.